This data is from Drug-target binding data from BindingDB using Ki measurements. The task is: Regression. Given a target protein amino acid sequence and a drug SMILES string, predict the binding affinity score between them. We predict pKi (pKi = -log10(Ki in M); higher means stronger inhibition). Dataset: bindingdb_ki. (1) The small molecule is CCCCc1nc2c(n1Cc1ccc(-c3ccccc3-c3nnn[nH]3)cc1)C(=O)N1C3CCC(CC3)N1C2. The target protein (P35351) has sequence MKDNFSFAATSRNITSSLPFDNLNATGTNESAFNCSHKPADKHLEAIPVLYYMIFVIGFAVNIVVVSLFCCQKGPKKVSSIYIFNLAVADLLLLATLPLWATYYSYRYDWLFGPVMCKVFGSFLTLNMFASIFFITCMSVDRYQSVIYPFLSQRRNPWQASYVVPLVWCMACLSSLPTFYFRDVRTIEYLGVNACIMAFPPEKYAQWSAGIALMKNILGFIIPLIFIATCYFGIRKHLLKTNSYGKNRITRDQVLKMAAAVVLAFIICWLPFHVLTFLDALTWMGIINSCEVIAVIDLALPFAILLGFTNSCVNPFLYCFVGNRFQQKLRSVFRVPITWLQGKRETMSCRKSSSLREMDTFVS. The pKi is 8.8. (2) The drug is O=[N+]([O-])c1cccc(S(=O)(=O)NO)c1. The target protein sequence is MKKNILKILMDSYSKESKIQTVRRVTSVSLLAVYLTMNTSSLVLAKPIENTNDTSIKNVEKLRNAPNEENSKKVEDSKNDKVEHVKNIEEAKVEQVAPEVKSKSTLRSASIANTNSEKYDFEYLNGLSYTELTNLIKNIKWNQINGLFNYSTGSQKFFGDKNRVQAIINALQESGRTYTANDMKGIETFTEVLRAGFYLGYYNDGLSYLNDRNFQDKCIPAMIAIQKNPNFKLGTAVQDEVITSLGKLIGNASANAEVVNNCVPVLKQFRENLNQYAPDYVKGTAVNELIKGIEFDFSGAAYEKDVKTMPWYGKIDPFINELKALGLYGNITSATEWASDVGIYYLSKFGLYSTNRNDIVQSLEKAVDMYKYGKIAFVAMERITWDYDGIGSNGKKVDHDKFLDDAEKHYLPKTYTFDNGTFIIRAGDKVSEEKIKRLYWASREVKSQFHRVVGNDKALEVGNADDVLTMKIFNSPEEYKFNTNINGVSTDNGGLYIEPR.... The pKi is 4.5. (3) The drug is O=C(O)c1ccc(B(O)O)cc1. The target protein (P29599) has sequence AQSVPWGISRVQAPAAHNRGLTGSGVKVAVLDTGISTHPDLNIRGGASFVPGEPSTQDGNGHGTHVAGTIAALNNSIGVLGVAPSAELYAVKVLGADGRGAISSIAQGLEWAGNNGMHVANLSLGSPSPSATLEQAVNSATSRGVLVVAASGNSGASSISYPARYANAMAVGATDQNNNRASFSQYGAGLDIVAPGVNVQSTYPGSTYASLNGTSMATPHVAGAAALVKQKNPSWSNVQIRNHLKNTATSLGSTNLYGSGLVNAEAATR. The pKi is 3.1. (4) The small molecule is CN[C@@H]1CC[C@@H](c2ccc(Cl)c(Cl)c2)c2ccccc21. The target is MLLARMKPQVQPELGGADQ. The pKi is 6.8. (5) The small molecule is CCCCCn1c(=O)c(C)cn([C@H]2C[C@H](O)[C@@H](CO)O2)c1=O. The target protein sequence is MLLRSLRSWAARSLRSMGPGSSGSPGSLDSGAGPLWAPRRACPPDKDREKDKEKKAVVCIEGNIASGKTTCLEFFSNTTDVEVLMEPVLKWRNVHGHNPLSLMYHNASRWGLTLQTYVQLTMLDQHTRPQMSPVRLMERSIYSARYIFVENLYRSGKMPEVDYAILSEWFDWIIKNIDVSVDLIVYLRTTPEICYQRLKMRCREEEKVIPVEYLSAIHHLYEEWLVTGSLFPAAAPVLVIEADHNLEKMLELFEQNRARILTPENWKHGP. The pKi is 3.0. (6) The compound is N[C@@H](CC1=CCCCc2o[nH]c(=O)c21)C(=O)O. The target protein (P42264) has sequence MTAPWRRLRSLVWEYWAGFLVCAFWIPDSRGMPHVIRIGGIFEYADGPNAQVMNAEEHAFRFSANIINRNRTLLPNTTLTYDIQRIHFHDSFEATKKACDQLALGVVAIFGPSQGSCTNAVQSICNALEVPHIQLRWKHHPLDNKDTFYVNLYPDYASLSHAILDLVQSLKWRSATVVYDDSTGLIRLQELIMAPSRYNIRLKIRQLPIDSDDSRPLLKEMKRGREFRIIFDCSHTMAAQILKQAMAMGMMTEYYHFIFTTLDLYALDLEPYRYSGVNLTGFRILNVDNAHVSAIVEKWSMERLQAAPRAESGLLDGVMMTDAALLYDAVHIVSVCYQRASQMTVNSLQCHRHKPWRFGGRFMNFIKEAQWEGLTGRIVFNKTSGLRTDFDLDIISLKEDGLEKVGVWSPADGLNITEVAKGRGPNVTDSLTNRSLIVTTLLEEPFVMFRKSDRTLYGNDRFEGYCIDLLKELAHILGFSYEIRLVEDGKYGAQDDKGQW.... The pKi is 6.7. (7) The small molecule is NC(CCC(=O)NC(CSCc1ccccc1)C(=O)NC(C(=O)O)c1ccccc1)C(=O)O. The target protein (P08263) has sequence MAEKPKLHYFNARGRMESTRWLLAAAGVEFEEKFIKSAEDLDKLRNDGYLMFQQVPMVEIDGMKLVQTRAILNYIASKYNLYGKDIKERALIDMYIEGIADLGEMILLLPVCPPEEKDAKLALIKEKIKNRYFPAFEKVLKSHGQDYLVGNKLSRADIHLVELLYYVEELDSSLISSFPLLKALKTRISNLPTVKKFLQPGSPRKPPMDEKSLEEARKIFRF. The pKi is 4.6.